Dataset: Forward reaction prediction with 1.9M reactions from USPTO patents (1976-2016). Task: Predict the product of the given reaction. (1) Given the reactants [CH3:1][N:2]1[C:6]([C:7]2[CH:12]=[CH:11][C:10]([NH:13][C:14]([CH:16]3[CH2:19][N:18]([C:20]4[N:21]=[N:22][CH:23]=[CH:24][CH:25]=4)[CH2:17]3)=[O:15])=[CH:9][CH:8]=2)=[CH:5][C:4]([C:26]([O:28]CC)=[O:27])=[N:3]1.CO.[OH-].[Li+], predict the reaction product. The product is: [CH3:1][N:2]1[C:6]([C:7]2[CH:12]=[CH:11][C:10]([NH:13][C:14]([CH:16]3[CH2:19][N:18]([C:20]4[N:21]=[N:22][CH:23]=[CH:24][CH:25]=4)[CH2:17]3)=[O:15])=[CH:9][CH:8]=2)=[CH:5][C:4]([C:26]([OH:28])=[O:27])=[N:3]1. (2) Given the reactants C(=O)([O-])[O-].[Cs+].[Cs+].[C:7]([O:11][C:12](=[O:29])[NH:13][C:14]([CH3:28])([CH3:27])[CH2:15][N:16]([C:23](=[O:26])[CH2:24]Br)[C:17]1[CH:22]=[CH:21][CH:20]=[CH:19][CH:18]=1)([CH3:10])([CH3:9])[CH3:8].O, predict the reaction product. The product is: [C:7]([O:11][C:12]([N:13]1[CH2:24][C:23](=[O:26])[N:16]([C:17]2[CH:22]=[CH:21][CH:20]=[CH:19][CH:18]=2)[CH2:15][C:14]1([CH3:28])[CH3:27])=[O:29])([CH3:10])([CH3:9])[CH3:8]. (3) Given the reactants Br[C:2]1[CH:3]=[C:4]([CH:12]=[C:13]([CH:15]([OH:19])[CH:16]([F:18])[F:17])[CH:14]=1)[C:5]([O:7][C:8]([CH3:11])([CH3:10])[CH3:9])=[O:6].[F:20][C:21]1[CH:26]=[C:25]([F:27])[CH:24]=[CH:23][C:22]=1B(O)O.[Na+].[Na+].[Na+].P(C1C=C(S([O-])(=O)=O)C=CC=1)(C1C=C(S([O-])(=O)=O)C=CC=1)C1C=C(S([O-])(=O)=O)C=CC=1.C(NC(C)C)(C)C, predict the reaction product. The product is: [F:17][CH:16]([F:18])[CH:15]([C:13]1[CH:12]=[C:4]([C:5]([O:7][C:8]([CH3:11])([CH3:10])[CH3:9])=[O:6])[CH:3]=[C:2]([C:24]2[CH:23]=[CH:22][C:21]([F:20])=[CH:26][C:25]=2[F:27])[CH:14]=1)[OH:19]. (4) Given the reactants [Cl:1][C:2]1[CH:7]=[CH:6][C:5]([CH:8]2[C:12]3[NH:13][C:14]([CH3:16])=[N:15][C:11]=3[C:10](=[O:17])[N:9]2[C:18]2[CH:27]=[C:26]([CH3:28])[C:21]3[N:22]=[N:23][N:24]([CH3:25])[C:20]=3[CH:19]=2)=[CH:4][CH:3]=1.I[CH2:30][CH3:31], predict the reaction product. The product is: [Cl:1][C:2]1[CH:7]=[CH:6][C:5]([CH:8]2[C:12]3[N:13]=[C:14]([CH3:16])[N:15]([CH2:30][CH3:31])[C:11]=3[C:10](=[O:17])[N:9]2[C:18]2[CH:27]=[C:26]([CH3:28])[C:21]3[N:22]=[N:23][N:24]([CH3:25])[C:20]=3[CH:19]=2)=[CH:4][CH:3]=1. (5) Given the reactants [CH3:1][O:2][C:3]([C@H:5]1[CH2:10][CH2:9][C@H:8]([C:11]([OH:13])=O)[CH2:7][CH2:6]1)=[O:4].CN(C=O)C.[C:19](Cl)(=O)[C:20](Cl)=O.C([Zn]CC)C.[Cl-].[NH4+], predict the reaction product. The product is: [C:11]([C@H:8]1[CH2:7][CH2:6][C@H:5]([C:3]([O:2][CH3:1])=[O:4])[CH2:10][CH2:9]1)(=[O:13])[CH2:19][CH3:20].